Dataset: Forward reaction prediction with 1.9M reactions from USPTO patents (1976-2016). Task: Predict the product of the given reaction. (1) Given the reactants [NH2:1][C:2]1[CH:7]=[CH:6][C:5]([Cl:8])=[CH:4][C:3]=1[CH:9]([C:11]1[CH:16]=[CH:15][CH:14]=[CH:13][C:12]=1OC)O.[C:19]([OH:27])(=O)[CH:20]([CH2:22][C:23]([OH:25])=[O:24])[SH:21].[OH-].[Na+].O.[OH-].[Li+].[ClH:33], predict the reaction product. The product is: [Cl:8][C:5]1[CH:6]=[CH:7][C:2]2[NH:1][C:19](=[O:27])[C@@H:20]([CH2:22][C:23]([OH:25])=[O:24])[S:21][C@H:9]([C:11]3[CH:16]=[CH:15][CH:14]=[CH:13][C:12]=3[Cl:33])[C:3]=2[CH:4]=1. (2) Given the reactants [NH:1]1[C:9]2[C:4](=[CH:5][C:6]([N:10]3[C:14]4=[N:15][CH:16]=[CH:17][CH:18]=[C:13]4[N:12]([CH2:19][CH3:20])[C:11]3=[O:21])=[CH:7][CH:8]=2)[CH2:3][CH2:2]1.Cl[C:23]1[S:24][CH:25]=[CH:26][N:27]=1.C([O-])([O-])=O.[Cs+].[Cs+].C([O-])(O)=O.[Na+], predict the reaction product. The product is: [CH2:19]([N:12]1[C:13]2[C:14](=[N:15][CH:16]=[CH:17][CH:18]=2)[N:10]([C:6]2[CH:5]=[C:4]3[C:9](=[CH:8][CH:7]=2)[N:1]([C:23]2[S:24][CH:25]=[CH:26][N:27]=2)[CH:2]=[CH:3]3)[C:11]1=[O:21])[CH3:20]. (3) Given the reactants [F:1][C:2]1[CH:8]=[C:7]([I:9])[CH:6]=[CH:5][C:3]=1[NH2:4].C[Si]([N-][Si](C)(C)C)(C)C.[Li+].[CH3:20][O:21][C:22]([C:24]1[CH:29]=[C:28]([CH3:30])[C:27](=[O:31])[N:26]([CH3:32])[C:25]=1Cl)=[O:23].O.Cl.[Cl-].[Na+], predict the reaction product. The product is: [CH3:20][O:21][C:22]([C:24]1[CH:29]=[C:28]([CH3:30])[C:27](=[O:31])[N:26]([CH3:32])[C:25]=1[NH:4][C:3]1[CH:5]=[CH:6][C:7]([I:9])=[CH:8][C:2]=1[F:1])=[O:23]. (4) Given the reactants FC1C=C2C(=C(S(C)(=O)=O)C=1)NC1C(CC(OCC)=O)CCCC2=1.[Cl:25][C:26]1[CH:31]=[CH:30][C:29]([C@@H:32]([N:34]2[C:46]3[C@@H:45]([CH2:47][C:48]([O:50]CC)=[O:49])[CH2:44][CH2:43][CH2:42][C:41]=3[C:40]3[C:35]2=[C:36]([S:54]([CH3:57])(=[O:56])=[O:55])[CH:37]=[C:38]([F:53])[CH:39]=3)[CH3:33])=[CH:28][CH:27]=1.C([O-])(=O)C, predict the reaction product. The product is: [Cl:25][C:26]1[CH:27]=[CH:28][C:29]([C@@H:32]([N:34]2[C:46]3[C@@H:45]([CH2:47][C:48]([OH:50])=[O:49])[CH2:44][CH2:43][CH2:42][C:41]=3[C:40]3[C:35]2=[C:36]([S:54]([CH3:57])(=[O:55])=[O:56])[CH:37]=[C:38]([F:53])[CH:39]=3)[CH3:33])=[CH:30][CH:31]=1. (5) Given the reactants [F:1][C:2]([F:13])([F:12])[S:3][C:4]1[CH:11]=[CH:10][C:7]([CH2:8][NH2:9])=[CH:6][CH:5]=1.[C:14]([OH:18])(=O)[CH2:15][CH3:16].[CH:19]1[C:28]2[C:23](=[C:24](CC(O)=O)[CH:25]=[CH:26][CH:27]=2)[CH:22]=[CH:21][N:20]=1, predict the reaction product. The product is: [CH:19]1[C:28]2[C:23](=[C:24]([CH:15]([CH3:16])[C:14]([NH:9][CH2:8][C:7]3[CH:10]=[CH:11][C:4]([S:3][C:2]([F:12])([F:1])[F:13])=[CH:5][CH:6]=3)=[O:18])[CH:25]=[CH:26][CH:27]=2)[CH:22]=[CH:21][N:20]=1. (6) The product is: [Br:1][C:2]1[CH:3]=[C:4]([N:12]=[S:10]([CH3:13])([CH3:9])=[O:11])[CH:5]=[CH:6][CH:7]=1. Given the reactants [Br:1][C:2]1[CH:7]=[CH:6][CH:5]=[C:4](I)[CH:3]=1.[CH3:9][S:10]([CH3:13])(=[NH:12])=[O:11].C(=O)([O-])[O-].[Cs+].[Cs+].C1(P(C2C=CC=CC=2)C2C=CC=C3C=2OC2C(P(C4C=CC=CC=4)C4C=CC=CC=4)=CC=CC=2C3(C)C)C=CC=CC=1, predict the reaction product.